From a dataset of Forward reaction prediction with 1.9M reactions from USPTO patents (1976-2016). Predict the product of the given reaction. Given the reactants [CH3:1][C:2]1[N:3]=[C:4]([C:9]2[CH:14]=[CH:13][C:12]([C:15]([F:18])([F:17])[F:16])=[CH:11][CH:10]=2)[S:5][C:6]=1[CH2:7]O.CS([Cl:23])(=O)=O, predict the reaction product. The product is: [Cl:23][CH2:7][C:6]1[S:5][C:4]([C:9]2[CH:14]=[CH:13][C:12]([C:15]([F:18])([F:17])[F:16])=[CH:11][CH:10]=2)=[N:3][C:2]=1[CH3:1].